Dataset: Reaction yield outcomes from USPTO patents with 853,638 reactions. Task: Predict the reaction yield, written as a fraction of the theoretical maximum amount of product (1.0 means a 100% yield; for example, 0.34 means a 34% yield). (1) The reactants are [F:1][C:2]1[CH:7]=[C:6]([F:8])[CH:5]=[CH:4][C:3]=1[N:9]1[C:13]([C:14]2[S:23][C:22]3[C:21]4[N:24]=[C:25]([C:28]5[CH:29]=[N:30][C:31](F)=[CH:32][CH:33]=5)[CH:26]=[CH:27][C:20]=4[O:19][CH2:18][CH2:17][C:16]=3[CH:15]=2)=[N:12][CH:11]=[N:10]1.CS(CCN)(=O)=[O:37].[CH3:42][CH2:43][N:44](C(C)C)C(C)C. The catalyst is CN1C(=O)CCC1. The product is [F:1][C:2]1[CH:7]=[C:6]([F:8])[CH:5]=[CH:4][C:3]=1[N:9]1[C:13]([C:14]2[S:23][C:22]3[C:21]4[N:24]=[C:25]([C:28]5[CH:33]=[CH:32][C:31]([NH:44][CH2:43][CH2:42][OH:37])=[N:30][CH:29]=5)[CH:26]=[CH:27][C:20]=4[O:19][CH2:18][CH2:17][C:16]=3[CH:15]=2)=[N:12][CH:11]=[N:10]1. The yield is 0.140. (2) The catalyst is O. The yield is 0.440. The reactants are [CH3:1][O:2][C:3]1[C:4](=[O:15])[CH:5]=[C:6]([C:9]2[CH:14]=[CH:13][CH:12]=[CH:11][CH:10]=2)O[CH:8]=1.CC(O)=O.[NH2:20][C:21]1[CH:22]=[C:23]([C:27]2[CH:32]=[CH:31][CH:30]=[CH:29][CH:28]=2)[CH:24]=[CH:25][CH:26]=1. The product is [C:23]1([C:27]2[CH:28]=[CH:29][CH:30]=[CH:31][CH:32]=2)[CH:24]=[CH:25][CH:26]=[C:21]([N:20]2[CH:8]=[C:3]([O:2][CH3:1])[C:4](=[O:15])[CH:5]=[C:6]2[C:9]2[CH:10]=[CH:11][CH:12]=[CH:13][CH:14]=2)[CH:22]=1. (3) The reactants are [CH2:1]([OH:7])[C@@H:2]([OH:6])[CH2:3][CH2:4][OH:5].[CH:8](=O)[C:9]1[CH:14]=[CH:13][CH:12]=[CH:11][CH:10]=1.C(OC)(OC)OC.C(C(O)=O)(F)(F)F. The catalyst is C(Cl)Cl. The product is [C:9]1([C@@H:8]2[O:6][C@@H:2]([CH2:1][OH:7])[CH2:3][CH2:4][O:5]2)[CH:14]=[CH:13][CH:12]=[CH:11][CH:10]=1. The yield is 0.900. (4) The reactants are [C:1]([C:3]1[N:4]=[C:5]([CH:8]2[CH2:13][CH2:12][N:11](C(OC(C)(C)C)=O)[CH2:10][CH2:9]2)[S:6][CH:7]=1)#[CH:2].FC(F)(F)C(O)=O. The catalyst is ClCCl. The product is [C:1]([C:3]1[N:4]=[C:5]([CH:8]2[CH2:13][CH2:12][NH:11][CH2:10][CH2:9]2)[S:6][CH:7]=1)#[CH:2]. The yield is 0.980. (5) The reactants are C(Cl)(=O)C(Cl)=O.CS(C)=O.[CH3:11][C:12]1([CH2:20][OH:21])[CH2:19][CH2:18][CH2:17][CH:16]=[CH:15][CH2:14][CH2:13]1.C(N(CC)CC)C. The catalyst is ClCCl. The product is [CH3:11][C:12]1([CH:20]=[O:21])[CH2:19][CH2:18][CH2:17][CH:16]=[CH:15][CH2:14][CH2:13]1. The yield is 0.940. (6) The reactants are Cl.Cl.[NH2:3][C@H:4]([C@@H:12]([OH:19])[C:13]1[CH:18]=[CH:17][N:16]=[CH:15][CH:14]=1)[C:5]([N:7]1[CH2:11][CH2:10][CH2:9][CH2:8]1)=[O:6].CCN(CC)CC.ClC1C=C(C=CC=1Cl)C=O.CC(O)=O.[BH3-]C#N.[Na+]. The catalyst is CO. The product is [NH2:3][C@H:4]([C@@H:12]([OH:19])[C:13]1[CH:14]=[CH:15][N:16]=[CH:17][CH:18]=1)[C:5]([N:7]1[CH2:11][CH2:10][CH2:9][CH2:8]1)=[O:6]. The yield is 0.810. (7) The reactants are C[C:2]([OH:5])([CH3:4])[CH3:3].[Cl:6][C:7]1[C:12]([F:13])=[CH:11][CH:10]=[C:9]([Cl:14])[C:8]=1[CH:15]([O:17][C:18]1[C:19]([NH2:26])=[N:20][CH:21]=C(C=C)[CH:23]=1)[CH3:16].[OH2:27]. No catalyst specified. The product is [NH2:26][C:19]1[N:20]=[CH:21][C:3]([C@H:2]([OH:5])[CH2:4][OH:27])=[CH:23][C:18]=1[O:17][CH:15]([C:8]1[C:9]([Cl:14])=[CH:10][CH:11]=[C:12]([F:13])[C:7]=1[Cl:6])[CH3:16]. The yield is 0.530.